Dataset: Full USPTO retrosynthesis dataset with 1.9M reactions from patents (1976-2016). Task: Predict the reactants needed to synthesize the given product. (1) Given the product [CH2:1]([C:3]1[CH:4]=[CH:5][C:6]([C:9]2[S:10][C:11]([CH3:20])=[C:12]([C:16]([F:19])([F:17])[F:18])[C:13]=2[CH2:14][O:15][C:22]2[CH:27]=[CH:26][C:25]([CH2:28][CH2:29][C:30]([OH:32])=[O:31])=[C:24]([CH3:35])[C:23]=2[CH3:36])=[CH:7][CH:8]=1)[CH3:2], predict the reactants needed to synthesize it. The reactants are: [CH2:1]([C:3]1[CH:8]=[CH:7][C:6]([C:9]2[S:10][C:11]([CH3:20])=[C:12]([C:16]([F:19])([F:18])[F:17])[C:13]=2[CH2:14][OH:15])=[CH:5][CH:4]=1)[CH3:2].O[C:22]1[CH:27]=[CH:26][C:25]([CH2:28][CH2:29][C:30]([O:32]CC)=[O:31])=[C:24]([CH3:35])[C:23]=1[CH3:36].C(C1C=CC(C2SC(C)=C(C(F)(F)F)C=2COC2C(F)=CC(CCC(OCC)=O)=CC=2F)=CC=1)C. (2) Given the product [Cl:27][C:8]1[N:7]([CH2:11][O:12][CH2:13][CH2:14][O:15][CH3:16])[C:6]2[CH:5]=[C:4]([Cl:17])[C:3]([Cl:18])=[C:2]([Cl:1])[C:10]=2[N:9]=1, predict the reactants needed to synthesize it. The reactants are: [Cl:1][C:2]1[C:10]2[N:9]=[CH:8][N:7]([CH2:11][O:12][CH2:13][CH2:14][O:15][CH3:16])[C:6]=2[CH:5]=[C:4]([Cl:17])[C:3]=1[Cl:18].C([N-]C(C)C)(C)C.[Li+].[Cl:27]N1C(=O)CCC1=O.[NH4+].[Cl-]. (3) Given the product [F:29][C:2]1([F:1])[CH2:7][CH2:6][N:5]([C:8]([C:10]2[N:11]([C:34]3[CH:35]=[CH:36][C:31]([CH3:30])=[CH:32][CH:33]=3)[C:12]3[C:17]([CH:18]=2)=[CH:16][C:15]([O:19][CH:20]2[CH2:25][CH2:24][N:23]([CH:26]([CH3:27])[CH3:28])[CH2:22][CH2:21]2)=[CH:14][CH:13]=3)=[O:9])[CH2:4][CH2:3]1, predict the reactants needed to synthesize it. The reactants are: [F:1][C:2]1([F:29])[CH2:7][CH2:6][N:5]([C:8]([C:10]2[NH:11][C:12]3[C:17]([CH:18]=2)=[CH:16][C:15]([O:19][CH:20]2[CH2:25][CH2:24][N:23]([CH:26]([CH3:28])[CH3:27])[CH2:22][CH2:21]2)=[CH:14][CH:13]=3)=[O:9])[CH2:4][CH2:3]1.[CH3:30][C:31]1[CH:36]=[CH:35][C:34](B(O)O)=[CH:33][CH:32]=1. (4) Given the product [CH:1]1([C:4]2[NH:8][N:7]=[C:6]([N:9]3[C:10]4[CH:11]=[C:12]([NH:17][C@H:18]([C:20]5[CH:21]=[CH:22][C:23]([F:26])=[CH:24][CH:25]=5)[CH3:19])[CH:13]=[CH:14][C:15]=4[N:16]=[CH:27]3)[CH:5]=2)[CH2:3][CH2:2]1, predict the reactants needed to synthesize it. The reactants are: [CH:1]1([C:4]2[NH:8][N:7]=[C:6]([NH:9][C:10]3[CH:11]=[C:12]([NH:17][C@H:18]([C:20]4[CH:25]=[CH:24][C:23]([F:26])=[CH:22][CH:21]=4)[CH3:19])[CH:13]=[CH:14][C:15]=3[NH2:16])[CH:5]=2)[CH2:3][CH2:2]1.[C:27](O)(=O)C.C(N)=N.C(=O)(O)[O-].[Na+].CCOC(C)=O. (5) The reactants are: [C:12]([O:11][C:9](O[C:9]([O:11][C:12]([CH3:15])([CH3:14])[CH3:13])=[O:10])=[O:10])([CH3:15])([CH3:14])[CH3:13].[CH2:16]([NH2:19])[C:17]#[CH:18]. Given the product [C:9]([NH:19][CH2:16][C:17]#[CH:18])([O:11][C:12]([CH3:13])([CH3:14])[CH3:15])=[O:10], predict the reactants needed to synthesize it.